Dataset: Catalyst prediction with 721,799 reactions and 888 catalyst types from USPTO. Task: Predict which catalyst facilitates the given reaction. Reactant: [F:1][C:2]1[CH:7]=[C:6]([N:8]2[CH:13]=[CH:12][CH:11]=[CH:10][C:9]2=[O:14])[CH:5]=[CH:4][C:3]=1[CH:15]([C:20]([C:22]1[N:26]([C:27]2[CH:32]=[CH:31][C:30]([O:33][CH3:34])=[CH:29][CH:28]=2)[N:25]=[C:24]([C:35]([F:38])([F:37])[F:36])[CH:23]=1)=[O:21])C(OC)=O.S(O)(O)(=O)=O. Product: [F:1][C:2]1[CH:7]=[C:6]([N:8]2[CH:13]=[CH:12][CH:11]=[CH:10][C:9]2=[O:14])[CH:5]=[CH:4][C:3]=1[CH2:15][C:20]([C:22]1[N:26]([C:27]2[CH:28]=[CH:29][C:30]([O:33][CH3:34])=[CH:31][CH:32]=2)[N:25]=[C:24]([C:35]([F:38])([F:37])[F:36])[CH:23]=1)=[O:21]. The catalyst class is: 5.